From a dataset of Reaction yield outcomes from USPTO patents with 853,638 reactions. Predict the reaction yield, written as a fraction of the theoretical maximum amount of product (1.0 means a 100% yield; for example, 0.34 means a 34% yield). (1) The reactants are [CH3:1][S:2](Cl)(=[O:4])=[O:3].Cl.[CH2:7]([C:11]1[O:12][C:13]2[CH:19]=[CH:18][C:17]([NH2:20])=[CH:16][C:14]=2[CH:15]=1)[CH2:8][CH2:9][CH3:10].C1(C)C=CC=CC=1.C(OCC)(=O)C. The catalyst is [Cl-].C[N+](C)(C)C.O. The product is [CH2:7]([C:11]1[O:12][C:13]2[CH:19]=[CH:18][C:17]([NH:20][S:2]([CH3:1])(=[O:4])=[O:3])=[CH:16][C:14]=2[CH:15]=1)[CH2:8][CH2:9][CH3:10]. The yield is 0.940. (2) The reactants are [C:1]([C:5]1[O:6][C:7](C(O)=O)=[C:8]([C:10]2[CH:15]=[CH:14][C:13]([CH3:16])=[CH:12][CH:11]=2)[N:9]=1)([CH3:4])([CH3:3])[CH3:2].C1(P(N=[N+]=[N-])(C2C=CC=CC=2)=[O:27])C=CC=CC=1.C([N:39]([CH2:42]C)CC)C.[OH:44][C:45]1[CH:52]=[CH:51][CH:50]=[CH:49][C:46]=1[CH2:47][NH2:48]. The catalyst is C1(C)C=CC=CC=1.C(#N)C. The product is [OH:44][C:45]1[CH:52]=[CH:51][CH:50]=[CH:49][C:46]=1[CH2:47][NH:48][C:42]([NH:39][C:7]1[O:6][C:5]([C:1]([CH3:2])([CH3:3])[CH3:4])=[N:9][C:8]=1[C:10]1[CH:11]=[CH:12][C:13]([CH3:16])=[CH:14][CH:15]=1)=[O:27]. The yield is 0.210. (3) The reactants are [CH:1]1[C:10]2[C:5](=[CH:6][CH:7]=[CH:8][CH:9]=2)[CH:4]=[CH:3][C:2]=1B(O)O.C(=O)([O-])[O-].[Cs+].[Cs+].[CH3:20][C:21]1[C:22](Br)=[C:23]2[C:27](=[CH:28][CH:29]=1)[CH2:26][CH:25]=[CH:24]2. The catalyst is C1(P([Pd](P(C2C=CC=CC=2)(C2C=CC=CC=2)C2C=CC=CC=2)(P(C2C=CC=CC=2)(C2C=CC=CC=2)C2C=CC=CC=2)P(C2C=CC=CC=2)(C2C=CC=CC=2)C2C=CC=CC=2)(C2C=CC=CC=2)C2C=CC=CC=2)C=CC=CC=1.COCCOC. The product is [CH:1]1[C:10]2[C:5](=[CH:6][CH:7]=[CH:8][CH:9]=2)[CH:4]=[CH:3][C:2]=1[C:22]1[C:21]([CH3:20])=[CH:29][CH:28]=[C:27]2[C:23]=1[CH:24]=[CH:25][CH2:26]2. The yield is 0.740. (4) The reactants are [F:1][C:2]1[CH:7]=[CH:6][C:5]([CH:8]2[CH2:13][CH2:12][N:11]([C:14]([O:16][C:17]([CH3:20])([CH3:19])[CH3:18])=[O:15])[CH2:10][CH:9]2[OH:21])=[CH:4][CH:3]=1.C(N(CC)CC)C.[CH:29]1[C:38]2[C:33](=[CH:34][CH:35]=[CH:36][CH:37]=2)[CH:32]=[CH:31][C:30]=1[C:39](Cl)=[O:40]. The catalyst is C(Cl)Cl.CN(C)C1C=CN=CC=1. The product is [F:1][C:2]1[CH:3]=[CH:4][C:5]([CH:8]2[CH2:13][CH2:12][N:11]([C:14]([O:16][C:17]([CH3:18])([CH3:20])[CH3:19])=[O:15])[CH2:10][CH:9]2[O:21][C:39]([C:30]2[CH:31]=[CH:32][C:33]3[C:38](=[CH:37][CH:36]=[CH:35][CH:34]=3)[CH:29]=2)=[O:40])=[CH:6][CH:7]=1. The yield is 0.970. (5) The reactants are C(OC([N:8]([C@@H:22]1[CH2:26][CH2:25][N:24]([C:27]([CH:29]2[CH2:34][CH2:33][CH2:32][CH2:31][CH2:30]2)=[O:28])[CH2:23]1)[C:9]1[N:14]=[CH:13][C:12](/[CH:15]=[CH:16]/[C:17]([O:19]CC)=[O:18])=[CH:11][CH:10]=1)=O)(C)(C)C.C1(OC)C=CC=CC=1.FC(F)(F)C(O)=O.C([O-])(O)=O.[Na+]. The catalyst is ClCCl.O1CCCC1.CO.[OH-].[Na+].CCOC(C)=O.O. The product is [CH:29]1([C:27]([N:24]2[CH2:25][CH2:26][C@@H:22]([NH:8][C:9]3[N:14]=[CH:13][C:12](/[CH:15]=[CH:16]/[C:17]([OH:19])=[O:18])=[CH:11][CH:10]=3)[CH2:23]2)=[O:28])[CH2:30][CH2:31][CH2:32][CH2:33][CH2:34]1. The yield is 0.970. (6) The reactants are Cl.C(N=C=NCCCN(C)C)C.Cl.[CH3:14][O:15][C:16]([C:18]1([NH2:24])[CH2:23][CH2:22][CH2:21][CH2:20][CH2:19]1)=[O:17].ON1C2C=CC=CC=2N=N1.[O:35]1[CH:39]=[CH:38][C:37]([C:40](O)=[O:41])=[CH:36]1.C(N(CC)CC)C. The catalyst is C(Cl)Cl. The product is [CH3:14][O:15][C:16]([C:18]1([NH:24][C:40]([C:37]2[CH:38]=[CH:39][O:35][CH:36]=2)=[O:41])[CH2:19][CH2:20][CH2:21][CH2:22][CH2:23]1)=[O:17]. The yield is 0.910. (7) The reactants are [Br:1][CH2:2][CH2:3][CH2:4][CH2:5][CH2:6][C:7](Cl)=[O:8].[NH2:10][C:11]1[S:15][C:14]([NH:16][C:17]2[CH:26]=[CH:25][C:24]3[C:19](=[CH:20][CH:21]=[CH:22][CH:23]=3)[CH:18]=2)=[N:13][C:12]=1[C:27]([NH2:29])=[O:28].N1C=CC=CC=1. The catalyst is C1COCC1. The product is [Br:1][CH2:2][CH2:3][CH2:4][CH2:5][CH2:6][C:7]([NH:10][C:11]1[S:15][C:14]([NH:16][C:17]2[CH:26]=[CH:25][C:24]3[C:19](=[CH:20][CH:21]=[CH:22][CH:23]=3)[CH:18]=2)=[N:13][C:12]=1[C:27]([NH2:29])=[O:28])=[O:8]. The yield is 0.920.